Task: Predict the product of the given reaction.. Dataset: Forward reaction prediction with 1.9M reactions from USPTO patents (1976-2016) Given the reactants [CH3:1][O:2][CH2:3]Cl.[OH:5][C:6]1[CH:7]=[C:8]([CH:11]=[CH:12][C:13]=1[OH:14])[CH:9]=[O:10].[CH2:15](N(CC)CC)C.O.CN(C)[CH:25]=[O:26], predict the reaction product. The product is: [CH3:1][O:2][CH2:3][O:5][C:6]1[CH:7]=[C:8]([CH:11]=[CH:12][C:13]=1[O:14][CH2:15][O:26][CH3:25])[CH:9]=[O:10].